This data is from Catalyst prediction with 721,799 reactions and 888 catalyst types from USPTO. The task is: Predict which catalyst facilitates the given reaction. (1) Reactant: [CH3:1][CH:2]1[NH:4][CH2:3]1.C(N(CC)CC)C.C(Cl)/C=C/[C:15]1[CH:20]=[CH:19][CH:18]=[CH:17][CH:16]=1.[OH2:22]. Product: [C:3]([NH2:4])(=[O:22])[CH:2]=[CH:1][C:15]1[CH:20]=[CH:19][CH:18]=[CH:17][CH:16]=1. The catalyst class is: 4. (2) Reactant: [CH2:1]([O:8][C:9]([N:11]1[CH2:16][CH2:15][CH:14]([C:17]([OH:19])=O)[CH2:13][CH2:12]1)=[O:10])[C:2]1[CH:7]=[CH:6][CH:5]=[CH:4][CH:3]=1.S(Cl)([Cl:22])=O. Product: [CH2:1]([O:8][C:9]([N:11]1[CH2:16][CH2:15][CH:14]([C:17]([Cl:22])=[O:19])[CH2:13][CH2:12]1)=[O:10])[C:2]1[CH:7]=[CH:6][CH:5]=[CH:4][CH:3]=1. The catalyst class is: 4.